This data is from Catalyst prediction with 721,799 reactions and 888 catalyst types from USPTO. The task is: Predict which catalyst facilitates the given reaction. Reactant: Cl[C:2]1[CH:11]=[CH:10][C:5]([C:6]([NH:8][CH3:9])=[O:7])=[C:4]([NH:12][CH2:13][CH3:14])[N:3]=1.[CH2:15]([NH:19][C:20](=[O:26])[O:21][C:22]([CH3:25])([CH3:24])[CH3:23])[CH2:16][C:17]#[CH:18].C(N(CC)CC)C. Product: [C:22]([O:21][C:20](=[O:26])[NH:19][CH2:15][CH2:16][C:17]#[C:18][C:2]1[CH:11]=[CH:10][C:5]([C:6](=[O:7])[NH:8][CH3:9])=[C:4]([NH:12][CH2:13][CH3:14])[N:3]=1)([CH3:25])([CH3:24])[CH3:23]. The catalyst class is: 538.